Dataset: Reaction yield outcomes from USPTO patents with 853,638 reactions. Task: Predict the reaction yield, written as a fraction of the theoretical maximum amount of product (1.0 means a 100% yield; for example, 0.34 means a 34% yield). (1) The reactants are [C:1]1([C:7]2[NH:8][C:9]([C:18]3[CH:23]=[CH:22][C:21]([NH2:24])=[C:20]([NH:25][CH:26]([CH3:28])[CH3:27])[CH:19]=3)=[C:10]([C:12]3[CH:17]=[CH:16][CH:15]=[CH:14][CH:13]=3)[N:11]=2)[CH:6]=[CH:5][CH:4]=[CH:3][CH:2]=1.C[O-].[Li+].[N:32]#[C:33]Br.C(O)C. The catalyst is ClCCl. The product is [CH:26]([N:25]1[C:20]2[CH:19]=[C:18]([C:9]3[NH:8][C:7]([C:1]4[CH:2]=[CH:3][CH:4]=[CH:5][CH:6]=4)=[N:11][C:10]=3[C:12]3[CH:13]=[CH:14][CH:15]=[CH:16][CH:17]=3)[CH:23]=[CH:22][C:21]=2[N:24]=[C:33]1[NH2:32])([CH3:28])[CH3:27]. The yield is 0.380. (2) The reactants are C([O:8][C:9]1[C:14]2[N:15]=[C:16]([CH3:19])[N:17]([CH3:18])[C:13]=2[CH:12]=[C:11]([N:20]([CH3:24])[C:21](=[O:23])[CH3:22])[CH:10]=1)C1C=CC=CC=1.C(O)(=O)C. The yield is 1.00. The product is [OH:8][C:9]1[C:14]2[N:15]=[C:16]([CH3:19])[N:17]([CH3:18])[C:13]=2[CH:12]=[C:11]([N:20]([CH3:24])[C:21](=[O:23])[CH3:22])[CH:10]=1. The catalyst is C(O)C.[Pd]. (3) The reactants are [Cl:1][C:2]1[CH:7]=[C:6](Cl)[C:5]([N+:9]([O-:11])=[O:10])=[CH:4][N:3]=1.[F:12][C:13]([CH2:16][C@H:17](N)C)([F:15])[F:14].C([N:22](CC)CC)C. The catalyst is O1CCCC1.O. The product is [Cl:1][C:2]1[CH:7]=[C:6]([NH:22][C@H:16]([CH3:17])[C:13]([F:15])([F:14])[F:12])[C:5]([N+:9]([O-:11])=[O:10])=[CH:4][N:3]=1. The yield is 0.700. (4) The reactants are Br[C:2]1[S:6][C:5]([NH:7][C:8]([NH:10][C:11]2[CH:16]=[CH:15][C:14]([CH3:17])=[CH:13][C:12]=2[C:18]([CH:20]2[CH2:24][CH2:23][CH2:22][CH2:21]2)=[O:19])=[O:9])=[N:4][CH:3]=1.[CH3:25][N:26]1[C:30]([SH:31])=[N:29][N:28]=[N:27]1. No catalyst specified. The product is [CH:20]1([C:18]([C:12]2[CH:13]=[C:14]([CH3:17])[CH:15]=[CH:16][C:11]=2[NH:10][C:8]([NH:7][C:5]2[S:6][C:2]([S:31][C:30]3[N:26]([CH3:25])[N:27]=[N:28][N:29]=3)=[CH:3][N:4]=2)=[O:9])=[O:19])[CH2:24][CH2:23][CH2:22][CH2:21]1. The yield is 0.300. (5) The reactants are [CH2:1]([CH:8]1[NH:15][CH2:14][C:13]2[CH:16]=[CH:17][CH:18]=[CH:19][C:12]=2[CH2:11][CH2:10][CH2:9]1)[C:2]1[CH:7]=[CH:6][CH:5]=[CH:4][CH:3]=1.CCN(CC)CC.[N:27]1[C:36]2[C:31](=[CH:32][CH:33]=[CH:34][C:35]=2[S:37](Cl)(=[O:39])=[O:38])[CH:30]=[CH:29][CH:28]=1. The catalyst is CN(C1C=CN=CC=1)C.C(Cl)Cl. The product is [CH2:1]([CH:8]1[N:15]([S:37]([C:35]2[CH:34]=[CH:33][CH:32]=[C:31]3[C:36]=2[N:27]=[CH:28][CH:29]=[CH:30]3)(=[O:38])=[O:39])[CH2:14][C:13]2[CH:16]=[CH:17][CH:18]=[CH:19][C:12]=2[CH2:11][CH2:10][CH2:9]1)[C:2]1[CH:3]=[CH:4][CH:5]=[CH:6][CH:7]=1. The yield is 0.810. (6) The reactants are [Cl:1][C:2]1[CH:10]=[C:6]([C:7]([OH:9])=O)[C:5]([OH:11])=[CH:4][CH:3]=1.[NH2:12][C:13]1[S:14][CH:15]=[C:16]([C:18]2[C:23]([F:24])=[C:22]([F:25])[C:21]([F:26])=[C:20]([F:27])[C:19]=2[F:28])[N:17]=1. No catalyst specified. The product is [Cl:1][C:2]1[CH:3]=[CH:4][C:5]([OH:11])=[C:6]([CH:10]=1)[C:7]([NH:12][C:13]1[S:14][CH:15]=[C:16]([C:18]2[C:19]([F:28])=[C:20]([F:27])[C:21]([F:26])=[C:22]([F:25])[C:23]=2[F:24])[N:17]=1)=[O:9]. The yield is 0.238.